This data is from Reaction yield outcomes from USPTO patents with 853,638 reactions. The task is: Predict the reaction yield, written as a fraction of the theoretical maximum amount of product (1.0 means a 100% yield; for example, 0.34 means a 34% yield). (1) The yield is 0.970. The catalyst is CN(C=O)C. The reactants are F[C:2]1[CH:3]=[C:4]([CH:12]=[CH:13][C:14]=1[N+:15]([O-:17])=[O:16])[O:5][CH:6]1[CH2:11][CH2:10][CH2:9][CH2:8][O:7]1.C([O-])([O-])=O.[K+].[K+].Cl.[NH2:25][CH2:26][C@H:27]1[CH2:32][CH2:31][C@H:30]([C:33]([O:35][CH3:36])=[O:34])[CH2:29][CH2:28]1. The product is [CH3:36][O:35][C:33]([C@H:30]1[CH2:31][CH2:32][C@H:27]([CH2:26][NH:25][C:2]2[CH:3]=[C:4]([O:5][CH:6]3[CH2:11][CH2:10][CH2:9][CH2:8][O:7]3)[CH:12]=[CH:13][C:14]=2[N+:15]([O-:17])=[O:16])[CH2:28][CH2:29]1)=[O:34]. (2) The reactants are [C:1]([CH:4]1[C:13](=O)[C:12]2[C:7](=[CH:8][CH:9]=[C:10]([N+:15]([O-:17])=[O:16])[CH:11]=2)[NH:6][C:5]1=[O:18])(=O)[CH3:2].O.[NH2:20][NH2:21]. The catalyst is CN(C=O)C. The product is [CH3:2][C:1]1[NH:20][N:21]=[C:13]2[C:12]3[CH:11]=[C:10]([N+:15]([O-:17])=[O:16])[CH:9]=[CH:8][C:7]=3[NH:6][C:5](=[O:18])[C:4]=12. The yield is 0.830. (3) The reactants are [F:1][C:2]1[C:3]([N+:16]([O-])=O)=[CH:4][C:5]([O:14][CH3:15])=[C:6]([N:8]2[CH:12]=[N:11][C:10]([CH3:13])=[N:9]2)[CH:7]=1. The catalyst is [Pd].CO. The product is [F:1][C:2]1[CH:7]=[C:6]([N:8]2[CH:12]=[N:11][C:10]([CH3:13])=[N:9]2)[C:5]([O:14][CH3:15])=[CH:4][C:3]=1[NH2:16]. The yield is 0.960. (4) The yield is 0.740. The reactants are [CH3:1][O:2][C:3](=[O:23])/[C:4](/[C:16]1[CH:21]=[CH:20][C:19]([OH:22])=[CH:18][CH:17]=1)=[CH:5]\[C:6]1[CH:11]=[C:10]([O:12][CH3:13])[CH:9]=[C:8]([O:14][CH3:15])[CH:7]=1.[H-].[Na+].F[C:27]1[CH:34]=[CH:33][C:30]([CH:31]=[O:32])=[CH:29][CH:28]=1.O. The catalyst is CN(C=O)C. The product is [CH3:1][O:2][C:3](=[O:23])/[C:4](/[C:16]1[CH:17]=[CH:18][C:19]([O:22][C:27]2[CH:34]=[CH:33][C:30]([CH:31]=[O:32])=[CH:29][CH:28]=2)=[CH:20][CH:21]=1)=[CH:5]\[C:6]1[CH:7]=[C:8]([O:14][CH3:15])[CH:9]=[C:10]([O:12][CH3:13])[CH:11]=1. (5) The reactants are [NH2:1][CH2:2][C@@H:3]([C@H:5]([C@@H:7]([C@@H:9]([CH2:11][OH:12])[OH:10])[OH:8])[OH:6])[OH:4].[C:13](O[C:13]([O:15][C:16]([CH3:19])([CH3:18])[CH3:17])=[O:14])([O:15][C:16]([CH3:19])([CH3:18])[CH3:17])=[O:14]. The catalyst is CN(C=O)C. The product is [C:16]([O:15][C:13]([NH:1][CH2:2][CH:3]([CH:5]([CH:7]([CH:9]([CH2:11][OH:12])[OH:10])[OH:8])[OH:6])[OH:4])=[O:14])([CH3:19])([CH3:18])[CH3:17]. The yield is 0.990. (6) The reactants are C(OC([N:8]1[CH2:13][CH2:12][CH:11]([N:14]2[C:19]3[CH:20]=[CH:21][CH:22]=[CH:23][C:18]=3[O:17][CH2:16][C:15]2=[O:24])[CH2:10][CH2:9]1)=O)(C)(C)C.C(O)(C(F)(F)F)=O.C(Cl)Cl. The catalyst is CCOCC. The product is [NH:8]1[CH2:9][CH2:10][CH:11]([N:14]2[C:19]3[CH:20]=[CH:21][CH:22]=[CH:23][C:18]=3[O:17][CH2:16][C:15]2=[O:24])[CH2:12][CH2:13]1. The yield is 0.900. (7) The reactants are [C:1]([O:5][C:6](=[O:34])[CH2:7][CH:8]([NH:23][C:24]([O:26][CH2:27][C:28]1[CH:33]=[CH:32][CH:31]=[CH:30][CH:29]=1)=[O:25])[C:9](=O)[CH2:10][O:11][C:12]1[C:17]([F:18])=[C:16]([F:19])[CH:15]=[C:14]([F:20])[C:13]=1[F:21])([CH3:4])([CH3:3])[CH3:2].[BH4-].[Na+].C[OH:38]. No catalyst specified. The product is [C:1]([O:5][C:6](=[O:34])[CH:7]([OH:38])[CH:8]([NH:23][C:24]([O:26][CH2:27][C:28]1[CH:33]=[CH:32][CH:31]=[CH:30][CH:29]=1)=[O:25])[CH2:9][CH2:10][O:11][C:12]1[C:17]([F:18])=[C:16]([F:19])[CH:15]=[C:14]([F:20])[C:13]=1[F:21])([CH3:4])([CH3:3])[CH3:2]. The yield is 0.810. (8) The product is [CH3:1][N:2]1[CH2:7][CH2:6][N:5]([S:17]([C:12]2[CH:13]=[CH:14][CH:15]=[CH:16][C:11]=2[NH2:8])(=[O:19])=[O:18])[CH2:4][CH2:3]1. The reactants are [CH3:1][N:2]1[CH2:7][CH2:6][NH:5][CH2:4][CH2:3]1.[N+:8]([C:11]1[CH:16]=[CH:15][CH:14]=[CH:13][C:12]=1[S:17](Cl)(=[O:19])=[O:18])([O-])=O. No catalyst specified. The yield is 0.800. (9) The reactants are [Cl:1][C:2]1[CH:10]=[CH:9][CH:8]=[C:7]2[C:3]=1[C:4]([C:16]([OH:18])=O)=[CH:5][N:6]2[CH2:11][C:12]([F:15])([F:14])[F:13].[NH2:19][CH2:20][C@:21]1([OH:28])[CH2:26][CH2:25][CH2:24][C@H:23]([CH3:27])[CH2:22]1.CCN=C=NCCCN(C)C.C1C=CC2N(O)N=NC=2C=1. The catalyst is CC#N.CCN(CC)CC. The product is [Cl:1][C:2]1[CH:10]=[CH:9][CH:8]=[C:7]2[C:3]=1[C:4]([C:16]([NH:19][CH2:20][C@@:21]1([OH:28])[CH2:26][CH2:25][CH2:24][C@@H:23]([CH3:27])[CH2:22]1)=[O:18])=[CH:5][N:6]2[CH2:11][C:12]([F:13])([F:14])[F:15]. The yield is 0.410. (10) The reactants are ClC(Cl)(Cl)C([N:5]1[CH2:10][CH2:9][N:8]([C:11]2[CH:16]=[C:15]([S:17]([N:20]3[C:28]4[C:23](=[C:24]([F:29])[CH:25]=[CH:26][CH:27]=4)[CH:22]=[CH:21]3)(=[O:19])=[O:18])[CH:14]=[CH:13][C:12]=2[O:30][CH3:31])[CH2:7][CH2:6]1)=O.[OH-].[K+]. The catalyst is C1COCC1. The product is [F:29][C:24]1[CH:25]=[CH:26][CH:27]=[C:28]2[C:23]=1[CH:22]=[CH:21][N:20]2[S:17]([C:15]1[CH:14]=[CH:13][C:12]([O:30][CH3:31])=[C:11]([N:8]2[CH2:9][CH2:10][NH:5][CH2:6][CH2:7]2)[CH:16]=1)(=[O:19])=[O:18]. The yield is 0.970.